This data is from NCI-60 drug combinations with 297,098 pairs across 59 cell lines. The task is: Regression. Given two drug SMILES strings and cell line genomic features, predict the synergy score measuring deviation from expected non-interaction effect. (1) Drug 1: C1=CC(=CC=C1C#N)C(C2=CC=C(C=C2)C#N)N3C=NC=N3. Drug 2: C1CN1P(=S)(N2CC2)N3CC3. Cell line: OVCAR-8. Synergy scores: CSS=13.2, Synergy_ZIP=-1.25, Synergy_Bliss=5.63, Synergy_Loewe=3.23, Synergy_HSA=4.45. (2) Drug 1: COC1=CC(=CC(=C1O)OC)C2C3C(COC3=O)C(C4=CC5=C(C=C24)OCO5)OC6C(C(C7C(O6)COC(O7)C8=CC=CS8)O)O. Drug 2: CC1C(C(CC(O1)OC2CC(CC3=C2C(=C4C(=C3O)C(=O)C5=C(C4=O)C(=CC=C5)OC)O)(C(=O)CO)O)N)O.Cl. Cell line: HT29. Synergy scores: CSS=40.0, Synergy_ZIP=-9.56, Synergy_Bliss=-11.2, Synergy_Loewe=-9.09, Synergy_HSA=-7.31.